This data is from Full USPTO retrosynthesis dataset with 1.9M reactions from patents (1976-2016). The task is: Predict the reactants needed to synthesize the given product. (1) Given the product [Cl:1][C:2]1[CH:7]=[CH:6][CH:5]=[CH:4][C:3]=1[CH2:8][C:9]([O:11][CH2:12][CH3:13])=[O:10], predict the reactants needed to synthesize it. The reactants are: [Cl:1][C:2]1[CH:7]=[CH:6][CH:5]=[CH:4][C:3]=1[CH2:8][C:9]([OH:11])=[O:10].[CH3:12][CH2:13]O.OS(O)(=O)=O. (2) Given the product [C:14]([S@@:17]([N:19]=[C:4]([C:3]([CH3:12])([CH3:11])[CH2:2][F:1])[C:5]([O:7][CH2:8][CH3:9])=[O:6])=[O:18])([CH3:16])([CH3:15])[CH3:13], predict the reactants needed to synthesize it. The reactants are: [F:1][CH2:2][C:3]([CH3:12])([CH3:11])[C:4](=O)[C:5]([O:7][CH2:8][CH3:9])=[O:6].[CH3:13][C:14]([S@@:17]([NH2:19])=[O:18])([CH3:16])[CH3:15]. (3) Given the product [CH:13]1([NH:19][C:10]2[C:9]3[C:4](=[CH:5][CH:6]=[CH:7][CH:8]=3)[N:3]=[C:2]([N:20]3[CH:24]=[CH:23][CH:22]=[N:21]3)[N:11]=2)[CH2:18][CH2:17][CH2:16][CH2:15][CH2:14]1, predict the reactants needed to synthesize it. The reactants are: Cl[C:2]1[N:11]=[C:10](Cl)[C:9]2[C:4](=[CH:5][CH:6]=[CH:7][CH:8]=2)[N:3]=1.[CH:13]1([NH2:19])[CH2:18][CH2:17][CH2:16][CH2:15][CH2:14]1.[NH:20]1[CH:24]=[CH:23][CH:22]=[N:21]1. (4) Given the product [NH2:14][CH:5]1[CH2:4][C@@H:3]([C:22]2[CH:27]=[C:26]([F:28])[CH:25]=[C:24]([F:29])[C:23]=2[F:30])[C@@H:2]([CH3:1])[N:7]([CH2:8][C:9]([F:12])([F:11])[F:10])[C:6]1=[O:13], predict the reactants needed to synthesize it. The reactants are: [CH3:1][C@H:2]1[N:7]([CH2:8][C:9]([F:12])([F:11])[F:10])[C:6](=[O:13])[CH:5]([NH:14]C(=O)OC(C)(C)C)[CH2:4][C@H:3]1[C:22]1[CH:27]=[C:26]([F:28])[CH:25]=[C:24]([F:29])[C:23]=1[F:30].O.C1(C)C=CC(S(O)(=O)=O)=CC=1.C(=O)([O-])[O-].[K+].[K+].